From a dataset of Full USPTO retrosynthesis dataset with 1.9M reactions from patents (1976-2016). Predict the reactants needed to synthesize the given product. (1) Given the product [Cl:1][C:2]1[CH:3]=[C:4]([C:12]2[O:16][N:15]=[C:14]([C:17]3[CH:18]=[CH:19][C:20]([CH2:23][N:24]4[CH2:25][CH:26]([C:28]([OH:30])=[O:29])[CH2:27]4)=[N:21][CH:22]=3)[N:13]=2)[CH:5]=[CH:6][C:7]=1[CH2:8][CH:9]([CH3:10])[CH3:11], predict the reactants needed to synthesize it. The reactants are: [Cl:1][C:2]1[CH:3]=[C:4]([C:12]2[O:16][N:15]=[C:14]([C:17]3[CH:18]=[CH:19][C:20]([CH2:23][N:24]4[CH2:27][CH:26]([C:28]([O:30]C)=[O:29])[CH2:25]4)=[N:21][CH:22]=3)[N:13]=2)[CH:5]=[CH:6][C:7]=1[CH2:8][CH:9]([CH3:11])[CH3:10].[OH-].[Na+]. (2) Given the product [Br:1][C:2]1[CH:3]=[CH:4][C:5]([C:9]([F:10])([F:11])[F:12])=[C:6]2[C:8]=1[CH:14]=[CH:15][CH:17]=[N:7]2, predict the reactants needed to synthesize it. The reactants are: [Br:1][C:2]1[CH:3]=[CH:4][C:5]([C:9]([F:12])([F:11])[F:10])=[C:6]([CH:8]=1)[NH2:7].O[CH2:14][CH:15]([CH2:17]O)O.S(=O)(=O)(O)O. (3) Given the product [Cl:21][C:19]1[CH:18]=[CH:17][C:16]2[N:10]([CH2:9][C:8]([CH3:48])([CH3:49])[CH2:7][OH:6])[C:11](=[O:47])[C@@H:12]([CH2:32][C:33]3[CH:37]=[C:36]([O:38][CH2:39][CH3:40])[N:35]([CH2:41][C:42]([OH:44])=[O:43])[N:34]=3)[O:13][C@H:14]([C:22]3[CH:27]=[CH:26][CH:25]=[C:24]([O:28][CH3:29])[C:23]=3[O:30][CH3:31])[C:15]=2[CH:20]=1, predict the reactants needed to synthesize it. The reactants are: [OH-].[Na+].C([O:6][CH2:7][C:8]([CH3:49])([CH3:48])[CH2:9][N:10]1[C:16]2[CH:17]=[CH:18][C:19]([Cl:21])=[CH:20][C:15]=2[C@@H:14]([C:22]2[CH:27]=[CH:26][CH:25]=[C:24]([O:28][CH3:29])[C:23]=2[O:30][CH3:31])[O:13][C@H:12]([CH2:32][C:33]2[CH:37]=[C:36]([O:38][CH2:39][CH3:40])[N:35]([CH2:41][C:42]([O:44]CC)=[O:43])[N:34]=2)[C:11]1=[O:47])(=O)C.Cl. (4) Given the product [F:16][C:13]([F:14])([F:15])[C:12]([NH:11][CH2:10][C:9]#[C:8][C:4]1[CH:5]=[CH:6][CH:7]=[C:2]([NH:1][CH2:19][C:20]2([OH:18])[CH2:25][CH2:24][CH2:23][CH2:22][CH2:21]2)[CH:3]=1)=[O:17], predict the reactants needed to synthesize it. The reactants are: [NH2:1][C:2]1[CH:3]=[C:4]([C:8]#[C:9][CH2:10][NH:11][C:12](=[O:17])[C:13]([F:16])([F:15])[F:14])[CH:5]=[CH:6][CH:7]=1.[O:18]1[C:20]2([CH2:25][CH2:24][CH2:23][CH2:22][CH2:21]2)[CH2:19]1.